This data is from Forward reaction prediction with 1.9M reactions from USPTO patents (1976-2016). The task is: Predict the product of the given reaction. Given the reactants [H-].[Na+].CN(C=O)C.[F:8][C:9]([F:13])([F:12])[CH2:10][OH:11].[Cl:14][C:15]1[C:30]([C:31]([F:34])([F:33])[F:32])=[CH:29][C:18]2[N:19]=[C:20]([C:22]3[CH:27]=[CH:26][N:25]=[CH:24][C:23]=3F)[O:21][C:17]=2[CH:16]=1, predict the reaction product. The product is: [Cl:14][C:15]1[C:30]([C:31]([F:34])([F:32])[F:33])=[CH:29][C:18]2[N:19]=[C:20]([C:22]3[CH:27]=[CH:26][N:25]=[CH:24][C:23]=3[O:11][CH2:10][C:9]([F:13])([F:12])[F:8])[O:21][C:17]=2[CH:16]=1.